Dataset: Full USPTO retrosynthesis dataset with 1.9M reactions from patents (1976-2016). Task: Predict the reactants needed to synthesize the given product. (1) Given the product [C:1]([O:4][CH2:5][C:6]1[C:11]([CH2:12][C@H:13]2[CH2:17][CH2:16][O:15][C:14]2=[O:18])=[CH:10][CH:9]=[C:8]([C:19]([O:21][C:22]([CH3:25])([CH3:24])[CH3:23])=[O:20])[C:7]=1[CH3:26])(=[O:3])[CH3:2], predict the reactants needed to synthesize it. The reactants are: [C:1]([O:4][CH2:5][C:6]1[C:11]([CH2:12][C:13]2[C:14](=[O:18])[O:15][CH2:16][CH:17]=2)=[CH:10][CH:9]=[C:8]([C:19]([O:21][C:22]([CH3:25])([CH3:24])[CH3:23])=[O:20])[C:7]=1[CH3:26])(=[O:3])[CH3:2].[H][H]. (2) Given the product [N:13]([O:14][C:24]([CH3:29])([CH3:25])[CH3:19])=[O:30].[O:36]1[CH2:41][CH2:40][CH2:39][CH2:38][CH:37]1[O:11][C:6]1[CH:7]=[CH:8][CH:9]=[CH:10][C:5]=1[C:4](=[N:3][OH:2])[C:12]([O:17][CH3:16])=[O:18], predict the reactants needed to synthesize it. The reactants are: C[O:2][N:3]=[C:4]([C:12]1[O:17][CH2:16]C[O:14][N:13]=1)[C:5]1[CH:10]=[CH:9][CH:8]=[CH:7][C:6]=1[OH:11].[OH:18][CH:19]([C:24]1[CH:29]=CC=C[CH:25]=1)C(OC)=O.[O:30]1C=CCCC1.[O:36]1[CH:41]=[CH:40][CH2:39][CH2:38][CH:37]1O[CH:37]1[CH2:38][CH2:39][CH:40]=[CH:41][O:36]1. (3) Given the product [Si:6]([O:13][C@@H:14]1[N:20]([C:21]([O:23][CH2:24][CH:25]=[CH2:26])=[O:22])[C:19]2[CH:27]=[C:28]([OH:33])[C:29]([O:31][CH3:32])=[CH:30][C:18]=2[C:17](=[O:44])[N:16]2[CH:45]=[C:46]([CH3:48])[CH2:47][C@@H:15]12)([C:9]([CH3:10])([CH3:11])[CH3:12])([CH3:7])[CH3:8], predict the reactants needed to synthesize it. The reactants are: C([O-])(=O)C.[Li+].[Si:6]([O:13][C@@H:14]1[N:20]([C:21]([O:23][CH2:24][CH:25]=[CH2:26])=[O:22])[C:19]2[CH:27]=[C:28]([O:33][Si](C(C)C)(C(C)C)C(C)C)[C:29]([O:31][CH3:32])=[CH:30][C:18]=2[C:17](=[O:44])[N:16]2[CH:45]=[C:46]([CH3:48])[CH2:47][C@@H:15]12)([C:9]([CH3:12])([CH3:11])[CH3:10])([CH3:8])[CH3:7]. (4) The reactants are: [N+:1]([C:4]1[CH:5]=[C:6]([CH:9]=[CH:10][CH:11]=1)[CH:7]=[CH2:8])([O-:3])=[O:2].[Cl:12][C:13]1[CH:14]=[N:15][CH:16]=[C:17](Cl)[CH:18]=1.C(=O)(O)[O-].[Na+]. Given the product [Cl:12][C:13]1[CH:14]=[N:15][CH:16]=[C:17](/[CH:8]=[CH:7]/[C:6]2[CH:9]=[CH:10][CH:11]=[C:4]([N+:1]([O-:3])=[O:2])[CH:5]=2)[CH:18]=1, predict the reactants needed to synthesize it. (5) Given the product [Br:19][C:20]1[N:21]=[C:22]([C:4]2[CH:3]=[C:2]([F:1])[CH:9]=[CH:8][C:5]=2[C:6]#[N:7])[CH:23]=[CH:24][CH:25]=1, predict the reactants needed to synthesize it. The reactants are: [F:1][C:2]1[CH:9]=[CH:8][C:5]([C:6]#[N:7])=[C:4](B2OC(C)(C)C(C)(C)O2)[CH:3]=1.[Br:19][C:20]1[CH:25]=[CH:24][CH:23]=[C:22](Br)[N:21]=1. (6) Given the product [ClH:14].[CH3:12][C:10]1[S:11][C:7]2[CH:6]=[CH:5][C:4]([NH:3][C:15](=[O:16])[O:17][C:18]3[CH:19]=[CH:20][C:21]([N+:24]([O-:26])=[O:25])=[CH:22][CH:23]=3)=[CH:13][C:8]=2[N:9]=1, predict the reactants needed to synthesize it. The reactants are: Cl.Cl.[NH2:3][C:4]1[CH:5]=[CH:6][C:7]2[S:11][C:10]([CH3:12])=[N:9][C:8]=2[CH:13]=1.[Cl:14][C:15]([O:17][C:18]1[CH:23]=[CH:22][C:21]([N+:24]([O-:26])=[O:25])=[CH:20][CH:19]=1)=[O:16]. (7) Given the product [Cl:9][C:5]1[S:10][C:19]2[C:3]([N:4]=1)=[CH:2][CH:7]=[CH:17][N:16]=2, predict the reactants needed to synthesize it. The reactants are: N[C:2]1[C:3](Br)=[N:4][CH:5]=C[CH:7]=1.[ClH:9].[S:10](Cl)(Cl)(=O)=O.C[N:16]([CH3:19])[CH:17]=O. (8) Given the product [F:1][C:2]1[CH:9]=[CH:8][C:5](/[C:6](=[N:10]\[OH:11])/[NH2:7])=[CH:4][CH:3]=1, predict the reactants needed to synthesize it. The reactants are: [F:1][C:2]1[CH:9]=[CH:8][C:5]([C:6]#[N:7])=[CH:4][CH:3]=1.[NH2:10][OH:11].Cl.C([O-])(O)=O.[Na+].